Dataset: Forward reaction prediction with 1.9M reactions from USPTO patents (1976-2016). Task: Predict the product of the given reaction. (1) Given the reactants CS(C1SC2C=CC=CC=2N=1)=O.[N:13]1[C:21]2[C:16](=[N:17][CH:18]=[CH:19][CH:20]=2)[N:15]([CH2:22][C:23]2[CH:35]=[CH:34][C:26]3[N:27]=[C:28](S(C)(=O)=O)[S:29][C:25]=3[CH:24]=2)[CH:14]=1.[NH2:36][C@H:37]([CH:40]1[CH2:45][CH2:44][CH2:43][CH2:42][CH2:41]1)[CH2:38][OH:39].CCN(C(C)C)C(C)C, predict the reaction product. The product is: [N:13]1[C:21]2[C:16](=[N:17][CH:18]=[CH:19][CH:20]=2)[N:15]([CH2:22][C:23]2[CH:35]=[CH:34][C:26]3[N:27]=[C:28]([NH:36][C@H:37]([CH:40]4[CH2:45][CH2:44][CH2:43][CH2:42][CH2:41]4)[CH2:38][OH:39])[S:29][C:25]=3[CH:24]=2)[CH:14]=1. (2) The product is: [Cl:1][C:2]1[CH:3]=[C:4]([CH2:10][CH2:11][C:12]([O:14][CH3:15])=[O:13])[CH:5]=[C:6]([O:8][CH3:9])[CH:7]=1. Given the reactants [Cl:1][C:2]1[CH:3]=[C:4]([CH:10]=[CH:11][C:12]([O:14][CH3:15])=[O:13])[CH:5]=[C:6]([O:8][CH3:9])[CH:7]=1, predict the reaction product. (3) The product is: [OH:28][C:2]1[N:7]=[N:6][C:5]([NH:8][CH2:9][CH:10]2[CH2:15][CH2:14][N:13]([C:16]([O:18][CH2:19][C:20]3[CH:25]=[CH:24][CH:23]=[CH:22][CH:21]=3)=[O:17])[CH2:12][CH2:11]2)=[CH:4][CH:3]=1. Given the reactants Cl[C:2]1[N:7]=[N:6][C:5]([NH:8][CH2:9][CH:10]2[CH2:15][CH2:14][N:13]([C:16]([O:18][CH2:19][C:20]3[CH:25]=[CH:24][CH:23]=[CH:22][CH:21]=3)=[O:17])[CH2:12][CH2:11]2)=[CH:4][CH:3]=1.C([O-])(=[O:28])C.[Na+], predict the reaction product. (4) Given the reactants [CH2:1]([S:8][C:9]1[CH:18]=[C:17]2[C:12]([C:13](Cl)=[N:14][CH:15]=[N:16]2)=[CH:11][CH:10]=1)[C:2]1[CH:7]=[CH:6][CH:5]=[CH:4][CH:3]=1.[Br:20][C:21]1[C:26]([CH3:27])=[CH:25][C:24](B2OC(C)(C)C(C)(C)O2)=[C:23]([O:37][CH3:38])[CH:22]=1.C(=O)([O-])[O-].[K+].[K+].O1CCOCC1, predict the reaction product. The product is: [CH2:1]([S:8][C:9]1[CH:18]=[C:17]2[C:12]([C:13]([C:24]3[CH:25]=[C:26]([CH3:27])[C:21]([Br:20])=[CH:22][C:23]=3[O:37][CH3:38])=[N:14][CH:15]=[N:16]2)=[CH:11][CH:10]=1)[C:2]1[CH:7]=[CH:6][CH:5]=[CH:4][CH:3]=1. (5) Given the reactants [C:9](O[C:9]([O:11][C:12]([CH3:15])([CH3:14])[CH3:13])=[O:10])([O:11][C:12]([CH3:15])([CH3:14])[CH3:13])=[O:10].[Cl:16][C:17]1[CH:18]=[CH:19][C:20]([N:25]2[CH2:29][CH2:28][O:27][C:26]2=[O:30])=[C:21]([CH:24]=1)[C:22]#[N:23].[BH4-].[Na+], predict the reaction product. The product is: [Cl:16][C:17]1[CH:18]=[CH:19][C:20]([N:25]2[CH2:29][CH2:28][O:27][C:26]2=[O:30])=[C:21]([CH:24]=1)[CH2:22][NH:23][C:9](=[O:10])[O:11][C:12]([CH3:13])([CH3:14])[CH3:15]. (6) Given the reactants [CH3:1][C:2]1[CH:3]=[C:4]([CH:10]=[C:11]([CH3:13])[CH:12]=1)[O:5][CH2:6][C:7](O)=[O:8].O=S(Cl)[Cl:16], predict the reaction product. The product is: [CH3:1][C:2]1[CH:3]=[C:4]([CH:10]=[C:11]([CH3:13])[CH:12]=1)[O:5][CH2:6][C:7]([Cl:16])=[O:8]. (7) Given the reactants [F:1][C:2]1[C:7]([C:8]2[CH:9]=[C:10]([CH2:22][N:23](C)[C:24](=O)OC(C)(C)C)[S:11][C:12]=2[S:13]([C:16]2[CH:21]=[CH:20][CH:19]=[CH:18][N:17]=2)(=[O:15])=[O:14])=[CH:6][CH:5]=[CH:4][N:3]=1.[C:32]([O:35]CC)(=[O:34])[CH3:33].Cl.[C:39]([O:42]CC)(=[O:41])[CH3:40], predict the reaction product. The product is: [C:39]([OH:42])(=[O:41])/[CH:40]=[CH:33]/[C:32]([OH:35])=[O:34].[F:1][C:2]1[C:7]([C:8]2[CH:9]=[C:10]([CH2:22][NH:23][CH3:24])[S:11][C:12]=2[S:13]([C:16]2[CH:21]=[CH:20][CH:19]=[CH:18][N:17]=2)(=[O:14])=[O:15])=[CH:6][CH:5]=[CH:4][N:3]=1. (8) Given the reactants [CH2:1]([O:3][C:4](=[O:18])[C:5]([O:8][C:9]1[CH:14]=[CH:13][C:12]([CH2:15][CH2:16][NH2:17])=[CH:11][CH:10]=1)([CH3:7])[CH3:6])[CH3:2].[CH:19]1([C:22]2[C:27]([CH2:28][C:29](O)=[O:30])=[CH:26][N:25]=[C:24]([C:32]3[CH:37]=[CH:36][C:35]([C:38]([F:41])([F:40])[F:39])=[CH:34][CH:33]=3)[N:23]=2)[CH2:21][CH2:20]1.ClCC1C(C2CC2)=NC(C2C=CC(C(F)(F)F)=CC=2)=NC=1, predict the reaction product. The product is: [CH2:1]([O:3][C:4](=[O:18])[C:5]([O:8][C:9]1[CH:10]=[CH:11][C:12]([CH2:15][CH2:16][NH:17][C:29](=[O:30])[CH2:28][C:27]2[C:22]([CH:19]3[CH2:20][CH2:21]3)=[N:23][C:24]([C:32]3[CH:33]=[CH:34][C:35]([C:38]([F:41])([F:40])[F:39])=[CH:36][CH:37]=3)=[N:25][CH:26]=2)=[CH:13][CH:14]=1)([CH3:7])[CH3:6])[CH3:2]. (9) Given the reactants Br[CH2:2][C:3]1[CH:8]=[CH:7][CH:6]=[C:5]([C:9]([F:12])([F:11])[F:10])[CH:4]=1.[C-:13]#[N:14].[K+], predict the reaction product. The product is: [F:10][C:9]([F:12])([F:11])[C:5]1[CH:4]=[C:3]([CH2:2][C:13]#[N:14])[CH:8]=[CH:7][CH:6]=1.